Dataset: Reaction yield outcomes from USPTO patents with 853,638 reactions. Task: Predict the reaction yield, written as a fraction of the theoretical maximum amount of product (1.0 means a 100% yield; for example, 0.34 means a 34% yield). (1) The yield is 0.890. The product is [Br:1][C:2]1[CH:3]=[C:4]([CH:8]=[CH:9][N:10]=1)[C:5]([NH:55][C:53]1[S:54][C:50]2[C:49]([N:56]3[CH2:61][CH2:60][O:59][CH2:58][CH2:57]3)=[CH:48][CH:47]=[C:46]([O:45][CH3:44])[C:51]=2[N:52]=1)=[O:7]. The catalyst is C1COCC1.O1CCOCC1.CN(C=O)C. The reactants are [Br:1][C:2]1[CH:3]=[C:4]([CH:8]=[CH:9][N:10]=1)[C:5]([OH:7])=O.CN(C(ON1N=NC2C=CC=NC1=2)=[N+](C)C)C.F[P-](F)(F)(F)(F)F.C(N(C(C)C)C(C)C)C.[CH3:44][O:45][C:46]1[C:51]2[N:52]=[C:53]([NH2:55])[S:54][C:50]=2[C:49]([N:56]2[CH2:61][CH2:60][O:59][CH2:58][CH2:57]2)=[CH:48][CH:47]=1.Cl. (2) The reactants are [Cl-].O[NH3+:3].[C:4](=[O:7])([O-])[OH:5].[Na+].CS(C)=O.[S:13]1[C:17]2[CH:18]=[CH:19][CH:20]=[CH:21][C:16]=2[CH:15]=[C:14]1[CH2:22][N:23]1[C:28](=[O:29])[C:27]([CH2:30][C:31]2[CH:36]=[CH:35][C:34]([C:37]3[C:38]([C:43]#[N:44])=[CH:39][CH:40]=[CH:41][CH:42]=3)=[CH:33][CH:32]=2)=[C:26]([CH2:45][CH2:46][CH2:47][CH3:48])[N:25]=[C:24]1[CH3:49]. The catalyst is C(OCC)(=O)C. The product is [S:13]1[C:17]2[CH:18]=[CH:19][CH:20]=[CH:21][C:16]=2[CH:15]=[C:14]1[CH2:22][N:23]1[C:28](=[O:29])[C:27]([CH2:30][C:31]2[CH:36]=[CH:35][C:34]([C:37]3[CH:42]=[CH:41][CH:40]=[CH:39][C:38]=3[C:43]3[NH:3][C:4](=[O:7])[O:5][N:44]=3)=[CH:33][CH:32]=2)=[C:26]([CH2:45][CH2:46][CH2:47][CH3:48])[N:25]=[C:24]1[CH3:49]. The yield is 0.510. (3) The reactants are [Na].[Br:2][C:3]1[CH:4]=[CH:5][C:6]([N+]([O-])=O)=[N:7][CH:8]=1.[CH3:12][O:13][CH2:14][CH2:15][OH:16]. No catalyst specified. The product is [Br:2][C:3]1[CH:4]=[CH:5][C:6]([O:16][CH2:15][CH2:14][O:13][CH3:12])=[N:7][CH:8]=1. The yield is 0.860. (4) The catalyst is O1CCCC1.[C].[Pd]. The reactants are [O:1]1[CH:5]=[CH:4][C:3]([C:6]2[CH:11]=[C:10]([CH3:12])[C:9]([OH:13])=[C:8]([CH3:14])[CH:7]=2)=[CH:2]1.CO. The product is [CH3:12][C:10]1[CH:11]=[C:6]([CH:3]2[CH2:4][CH2:5][O:1][CH2:2]2)[CH:7]=[C:8]([CH3:14])[C:9]=1[OH:13]. The yield is 0.720. (5) The reactants are [CH2:1]([C:3]1[NH:4][CH:5]=[CH:6][CH:7]=1)[CH3:2].[CH3:8][C:9]1[CH:14]=[CH:13][CH:12]=[CH:11][C:10]=1[S:15](Cl)(=[O:17])=[O:16].[H-].[Na+]. The catalyst is C1COCC1.CCOC(C)=O. The product is [CH2:1]([C:3]1[N:4]([S:15]([C:10]2[C:9]([CH3:8])=[CH:14][CH:13]=[CH:12][CH:11]=2)(=[O:17])=[O:16])[CH:5]=[CH:6][CH:7]=1)[CH3:2]. The yield is 0.730. (6) The catalyst is C(O)(=O)C. The reactants are COC([CH:5]1[C:13](=[O:14])[CH:12]([CH3:15])[C@H:11]2[N:7]([CH2:8][CH2:9][CH2:10]2)[C:6]1=[O:16])=O.C(=O)([O-])O.[Na+]. The product is [CH3:15][CH:12]1[C@H:11]2[N:7]([CH2:8][CH2:9][CH2:10]2)[C:6](=[O:16])[CH2:5][C:13]1=[O:14]. The yield is 0.920.